This data is from Full USPTO retrosynthesis dataset with 1.9M reactions from patents (1976-2016). The task is: Predict the reactants needed to synthesize the given product. Given the product [Cl:1][C:2]1[CH:7]=[C:6]([C:8]2[CH:13]=[N:12][C:11]([C:14]([F:15])([F:17])[F:16])=[N:10][CH:9]=2)[N:5]=[CH:4][C:3]=1[CH:18]=[O:19], predict the reactants needed to synthesize it. The reactants are: [Cl:1][C:2]1[CH:7]=[C:6]([C:8]2[CH:9]=[N:10][C:11]([C:14]([F:17])([F:16])[F:15])=[N:12][CH:13]=2)[N:5]=[CH:4][C:3]=1[CH2:18][OH:19].C1C=C[NH+]=CC=1.[O-][Cr](Cl)(=O)=O.